From a dataset of Full USPTO retrosynthesis dataset with 1.9M reactions from patents (1976-2016). Predict the reactants needed to synthesize the given product. Given the product [F:1][C:2]1[CH:3]=[C:4]([NH:5][C:28]([C:23]2[NH:24][C:25]3[C:21]([CH:22]=2)=[CH:20][C:19]([C:13]2([CH:10]([CH3:12])[CH3:11])[CH2:17][C:16](=[O:18])[NH:15][CH2:14]2)=[CH:27][CH:26]=3)=[O:29])[CH:6]=[CH:7][C:8]=1[F:9], predict the reactants needed to synthesize it. The reactants are: [F:1][C:2]1[CH:3]=[C:4]([CH:6]=[CH:7][C:8]=1[F:9])[NH2:5].[CH:10]([C:13]1([C:19]2[CH:20]=[C:21]3[C:25](=[CH:26][CH:27]=2)[NH:24][C:23]([C:28](O)=[O:29])=[CH:22]3)[CH2:17][C:16](=[O:18])[NH:15][CH2:14]1)([CH3:12])[CH3:11].CN(C(ON1N=NC2C=CC=CC1=2)=[N+](C)C)C.F[P-](F)(F)(F)(F)F.O.